Dataset: Catalyst prediction with 721,799 reactions and 888 catalyst types from USPTO. Task: Predict which catalyst facilitates the given reaction. (1) Product: [C:1]([NH:4][N:5]=[C:6]([C:16]1[C:21]([CH2:22][CH:23]([O:25][S:40]([CH3:39])(=[O:42])=[O:41])[CH3:24])=[CH:20][CH:19]=[C:18]([O:26][CH3:27])[C:17]=1[NH:28][C:29](=[O:31])[CH3:30])[C:7]1[CH:8]=[CH:9][C:10]([N+:13]([O-:15])=[O:14])=[CH:11][CH:12]=1)(=[O:3])[CH3:2]. Reactant: [C:1]([NH:4][N:5]=[C:6]([C:16]1[C:21]([CH2:22][CH:23]([OH:25])[CH3:24])=[CH:20][CH:19]=[C:18]([O:26][CH3:27])[C:17]=1[NH:28][C:29](=[O:31])[CH3:30])[C:7]1[CH:12]=[CH:11][C:10]([N+:13]([O-:15])=[O:14])=[CH:9][CH:8]=1)(=[O:3])[CH3:2].C(N(CC)CC)C.[CH3:39][S:40](Cl)(=[O:42])=[O:41].O. The catalyst class is: 2. (2) Reactant: O[C:2]([CH3:14])([CH3:13])[CH2:3][C:4]1[CH:5]=[CH:6][C:7]([O:11][CH3:12])=[C:8]([OH:10])[CH:9]=1.[C:15](#[N:17])[CH3:16].S(=O)(=O)(O)O.[Na]. Product: [CH3:12][O:11][C:7]1[CH:6]=[C:5]2[C:4]([CH2:3][C:2]([CH3:14])([CH3:13])[N:17]=[C:15]2[CH3:16])=[CH:9][C:8]=1[OH:10]. The catalyst class is: 15.